From a dataset of Catalyst prediction with 721,799 reactions and 888 catalyst types from USPTO. Predict which catalyst facilitates the given reaction. (1) Reactant: [C:1]([O:5][C:6]([N:8]1[CH2:12][C@@H:11]([C:13]2[CH:18]=[CH:17][CH:16]=[CH:15][CH:14]=2)[CH2:10][C@H:9]1[C:19](O)=[O:20])=[O:7])([CH3:4])([CH3:3])[CH3:2].C(Cl)(=O)OCC(C)C.CCN(C(C)C)C(C)C.[BH4-].[Na+].C([O-])(=O)C.[Na+]. Product: [OH:20][CH2:19][C@@H:9]1[CH2:10][C@H:11]([C:13]2[CH:14]=[CH:15][CH:16]=[CH:17][CH:18]=2)[CH2:12][N:8]1[C:6]([O:5][C:1]([CH3:4])([CH3:3])[CH3:2])=[O:7]. The catalyst class is: 36. (2) Reactant: [NH2:1][C:2]1[CH:3]=[C:4]([CH:8]=[CH:9][C:10]=1[C:11]([F:14])([F:13])[F:12])[C:5]([OH:7])=[O:6].N1C=CC=CC=1.[Cl:21][CH2:22][C:23](Cl)=[O:24].C(Cl)Cl.C(O)(C)C. Product: [Cl:21][CH2:22][C:23]([NH:1][C:2]1[CH:3]=[C:4]([CH:8]=[CH:9][C:10]=1[C:11]([F:12])([F:13])[F:14])[C:5]([OH:7])=[O:6])=[O:24]. The catalyst class is: 2. (3) Reactant: [Br:1][C:2]1[CH:11]=[C:10]2[C:5]([CH:6]=[C:7]([OH:12])[N:8]=[CH:9]2)=[CH:4][CH:3]=1.[C:13]([O:17][C:18](=[O:27])[C:19]1[CH:24]=[CH:23][C:22]([CH2:25]Br)=[CH:21][CH:20]=1)([CH3:16])([CH3:15])[CH3:14].C(=O)([O-])[O-].[Cs+].[Cs+]. Product: [C:13]([O:17][C:18](=[O:27])[C:19]1[CH:20]=[CH:21][C:22]([CH2:25][N:8]2[C:7](=[O:12])[CH:6]=[C:5]3[C:10]([CH:11]=[C:2]([Br:1])[CH:3]=[CH:4]3)=[CH:9]2)=[CH:23][CH:24]=1)([CH3:16])([CH3:15])[CH3:14]. The catalyst class is: 9. (4) Reactant: C([Si](C)(C)[O:6][C:7]1[CH:12]=[CH:11][C:10]([CH2:13][CH2:14][CH:15]([O:18][C:19](=[S:29])[NH:20][CH2:21][CH2:22][C:23]2[CH:28]=[CH:27][CH:26]=[CH:25][CH:24]=2)[CH2:16][CH3:17])=[CH:9][C:8]=1[O:30][CH3:31])(C)(C)C.[F-].C([N+](CCCC)(CCCC)CCCC)CCC. Product: [CH2:16]([CH:15]([O:18][C:19](=[S:29])[NH:20][CH2:21][CH2:22][C:23]1[CH:28]=[CH:27][CH:26]=[CH:25][CH:24]=1)[CH2:14][CH2:13][C:10]1[CH:11]=[CH:12][C:7]([OH:6])=[C:8]([O:30][CH3:31])[CH:9]=1)[CH3:17]. The catalyst class is: 1. (5) Reactant: [F:1][C:2]1[CH:7]=[C:6]([F:8])[CH:5]=[CH:4][C:3]=1[C@@:9]1([CH2:13][N:14]2[CH:18]=[N:17][CH:16]=[N:15]2)[C@H:11]([CH3:12])[O:10]1.[CH3:19][C:20]1[CH:21]=[CH:22][C:23]([C:27]2[CH2:28][NH:29][CH2:30][CH2:31][CH:32]=2)=[N:24][C:25]=1[CH3:26].O.O.O.Cl([O-])(=O)(=O)=O.[Li+]. Product: [F:1][C:2]1[CH:7]=[C:6]([F:8])[CH:5]=[CH:4][C:3]=1[C@:9]([OH:10])([C@H:11]([N:29]1[CH2:30][CH2:31][CH:32]=[C:27]([C:23]2[CH:22]=[CH:21][C:20]([CH3:19])=[C:25]([CH3:26])[N:24]=2)[CH2:28]1)[CH3:12])[CH2:13][N:14]1[CH:18]=[N:17][CH:16]=[N:15]1. The catalyst class is: 10. (6) The catalyst class is: 734. Product: [Br:15][CH2:14][C:7]1[CH:6]=[C:5]([C:1]([CH3:4])([CH3:3])[CH3:2])[S:9][C:8]=1[C:10]([O:12][CH3:13])=[O:11]. Reactant: [C:1]([C:5]1[S:9][C:8]([C:10]([O:12][CH3:13])=[O:11])=[C:7]([CH3:14])[CH:6]=1)([CH3:4])([CH3:3])[CH3:2].[Br:15]N1C(=O)CCC1=O.